This data is from Forward reaction prediction with 1.9M reactions from USPTO patents (1976-2016). The task is: Predict the product of the given reaction. Given the reactants [NH2:1][C:2]1[CH:7]=[CH:6][C:5]([C:8](=[O:29])[CH2:9][N:10]2[C:14](=[O:15])[C:13]([C:22]3[CH:27]=[CH:26][CH:25]=[CH:24][CH:23]=3)([C:16]3[CH:21]=[CH:20][CH:19]=[CH:18][CH:17]=3)[N:12]=[C:11]2[CH3:28])=[CH:4][CH:3]=1.[N:30]([C:33]1[C:34]([CH3:39])=[N:35][O:36][C:37]=1[CH3:38])=[C:31]=[O:32], predict the reaction product. The product is: [CH3:39][C:34]1[C:33]([NH:30][C:31]([NH:1][C:2]2[CH:3]=[CH:4][C:5]([C:8](=[O:29])[CH2:9][N:10]3[C:14](=[O:15])[C:13]([C:22]4[CH:23]=[CH:24][CH:25]=[CH:26][CH:27]=4)([C:16]4[CH:21]=[CH:20][CH:19]=[CH:18][CH:17]=4)[N:12]=[C:11]3[CH3:28])=[CH:6][CH:7]=2)=[O:32])=[C:37]([CH3:38])[O:36][N:35]=1.